Dataset: Full USPTO retrosynthesis dataset with 1.9M reactions from patents (1976-2016). Task: Predict the reactants needed to synthesize the given product. (1) Given the product [Cl:20][C:9]1[C:10]([OH:12])=[N:11][C:6]([C:2]2[S:1][CH:5]=[CH:4][CH:3]=2)=[N:7][CH:8]=1, predict the reactants needed to synthesize it. The reactants are: [S:1]1[CH:5]=[CH:4][CH:3]=[C:2]1[C:6]1[N:11]=[C:10]([OH:12])[CH:9]=[CH:8][N:7]=1.C1C(=O)N([Cl:20])C(=O)C1. (2) Given the product [Cl:21][C:11]1[C:12]2[C:17](=[CH:16][CH:15]=[CH:14][CH:13]=2)[C:8]([C:6]2[CH:5]=[CH:4][CH:3]=[C:2]([CH3:1])[N:7]=2)=[N:9][N:10]=1, predict the reactants needed to synthesize it. The reactants are: [CH3:1][C:2]1[N:7]=[C:6]([C:8]2[C:17]3[C:12](=[CH:13][CH:14]=[CH:15][CH:16]=3)[C:11](=O)[NH:10][N:9]=2)[CH:5]=[CH:4][CH:3]=1.O=P(Cl)(Cl)[Cl:21]. (3) Given the product [ClH:38].[ClH:38].[O:1]1[C:10]2[C:5](=[CH:6][CH:7]=[CH:8][CH:9]=2)[C@H:4]([NH:11][C:12]([C@@H:14]2[CH2:19][N:18]3[CH2:20][C@@:21]([OH:24])([CH3:23])[CH2:22][C@@H:17]3[CH2:16][NH:15]2)=[O:13])[CH2:3][CH2:2]1, predict the reactants needed to synthesize it. The reactants are: [O:1]1[C:10]2[C:5](=[CH:6][CH:7]=[CH:8][CH:9]=2)[C@H:4]([NH:11][C:12]([C@@H:14]2[CH2:19][N:18]3[CH2:20][C@@:21]([OH:24])([CH3:23])[CH2:22][C@@H:17]3[CH2:16][N:15]2C(OC(C)(C)C)=O)=[O:13])[CH2:3][CH2:2]1.C(OCC)(=O)C.[ClH:38]. (4) The reactants are: [N:1]1[C:10]2[C:5](=[CH:6][CH:7]=[CH:8][CH:9]=2)[N:4]=[CH:3][C:2]=1[CH2:11][CH:12]1[CH2:16][CH2:15][CH2:14][CH:13]1[NH:17]C(=O)OC(C)(C)C.Cl. Given the product [N:1]1[C:10]2[C:5](=[CH:6][CH:7]=[CH:8][CH:9]=2)[N:4]=[CH:3][C:2]=1[CH2:11][CH:12]1[CH2:16][CH2:15][CH2:14][CH:13]1[NH2:17], predict the reactants needed to synthesize it. (5) Given the product [Cl:1][C:2]1[CH:19]=[C:18]([Cl:20])[CH:17]=[CH:16][C:3]=1[O:4][CH2:5][CH2:6][CH2:7][N:8]([CH2:25][C:24]#[CH:23])[C:9](=[O:15])[O:10][C:11]([CH3:14])([CH3:13])[CH3:12], predict the reactants needed to synthesize it. The reactants are: [Cl:1][C:2]1[CH:19]=[C:18]([Cl:20])[CH:17]=[CH:16][C:3]=1[O:4][CH2:5][CH2:6][CH2:7][NH:8][C:9](=[O:15])[O:10][C:11]([CH3:14])([CH3:13])[CH3:12].[H-].[Na+].[CH2:23](Br)[C:24]#[CH:25].C1(C)C=CC=CC=1. (6) Given the product [Br:1][C:2]1[C:3]2[S:11][C:10]3[CH:12]=[CH:13][C:14]([Cl:16])=[CH:15][C:9]=3[C:4]=2[C:5]([NH:24][CH2:23][C:22]2[CH:25]=[CH:26][C:19]([O:18][CH3:17])=[CH:20][CH:21]=2)=[N:6][CH:7]=1, predict the reactants needed to synthesize it. The reactants are: [Br:1][C:2]1[C:3]2[S:11][C:10]3[CH:12]=[CH:13][C:14]([Cl:16])=[CH:15][C:9]=3[C:4]=2[C:5](Cl)=[N:6][CH:7]=1.[CH3:17][O:18][C:19]1[CH:26]=[CH:25][C:22]([CH2:23][NH2:24])=[CH:21][CH:20]=1.C([O-])([O-])=O.[K+].[K+]. (7) Given the product [C:1]1([C@H:7]([N:9]2[C:10]3[CH:11]=[C:12]([C:19]4[CH:28]=[CH:27][CH:26]=[C:25]5[C:20]=4[CH:21]=[CH:22][CH:23]=[N:24]5)[N:13]=[CH:14][C:15]=3[NH:16][C:57]2=[O:59])[CH3:8])[CH:6]=[CH:5][CH:4]=[CH:3][CH:2]=1, predict the reactants needed to synthesize it. The reactants are: [C:1]1([C@H:7]([NH:9][C:10]2[C:15]([N+:16]([O-])=O)=[CH:14][N:13]=[C:12]([C:19]3[CH:28]=[CH:27][CH:26]=[C:25]4[C:20]=3[CH:21]=[CH:22][CH:23]=[N:24]4)[CH:11]=2)[CH3:8])[CH:6]=[CH:5][CH:4]=[CH:3][CH:2]=1.[C:1]1([C@H:7]([NH:9][C:10]2[CH:11]=[C:12]([C:19]3[CH:28]=[CH:27][CH:26]=[C:25]4[C:20]=3[CH:21]=[CH:22][CH:23]=[N:24]4)[N:13]=[CH:14][C:15]=2[NH2:16])[CH3:8])[CH:2]=[CH:3][CH:4]=[CH:5][CH:6]=1.[H][H].[CH2:57]([OH:59])C. (8) Given the product [ClH:41].[CH:1]([O:4][C:5]([N:7]1[CH2:12][CH2:11][N:10]([C:13]2[CH:14]=[CH:15][C:16]3[N:17]([C:19]([C:23]4[CH:28]=[CH:27][CH:26]=[CH:25][CH:24]=4)=[CH:20][N:21]=3)[N:18]=2)[CH2:9][CH2:8]1)=[O:6])([CH3:3])[CH3:2], predict the reactants needed to synthesize it. The reactants are: [CH:1]([O:4][C:5]([N:7]1[CH2:12][CH2:11][N:10]([C:13]2[CH:14]=[CH:15][C:16]3[N:17]([C:19](Br)=[CH:20][N:21]=3)[N:18]=2)[CH2:9][CH2:8]1)=[O:6])([CH3:3])[CH3:2].[C:23]1(B(O)O)[CH:28]=[CH:27][CH:26]=[CH:25][CH:24]=1.O.[O-]P([O-])([O-])=O.[K+].[K+].[K+].[Cl:41]CCl.N#N. (9) Given the product [F:9][C:5]1[CH:4]=[C:3]([CH3:10])[C:2]([B:11]2[O:15][C:14]([CH3:17])([CH3:16])[C:13]([CH3:19])([CH3:18])[O:12]2)=[CH:7][C:6]=1[NH2:8], predict the reactants needed to synthesize it. The reactants are: Br[C:2]1[C:3]([CH3:10])=[CH:4][C:5]([F:9])=[C:6]([NH2:8])[CH:7]=1.[B:11]1([B:11]2[O:15][C:14]([CH3:17])([CH3:16])[C:13]([CH3:19])([CH3:18])[O:12]2)[O:15][C:14]([CH3:17])([CH3:16])[C:13]([CH3:19])([CH3:18])[O:12]1.CC([O-])=O.[K+]. (10) The reactants are: Cl.[NH2:2][C:3]1([C:9]([O:11]CC)=O)[CH2:8][CH2:7][CH2:6][CH2:5][CH2:4]1.C([O-])([O-])=O.[Na+].[Na+].[CH3:20][O:21][C:22]1[CH:27]=[CH:26][C:25]([N:28]=[C:29]=[O:30])=[CH:24][CH:23]=1. Given the product [CH3:20][O:21][C:22]1[CH:27]=[CH:26][C:25]([N:28]2[C:9](=[O:11])[C:3]3([CH2:4][CH2:5][CH2:6][CH2:7][CH2:8]3)[NH:2][C:29]2=[O:30])=[CH:24][CH:23]=1, predict the reactants needed to synthesize it.